The task is: Binary Classification. Given a drug SMILES string, predict its activity (active/inactive) in a high-throughput screening assay against a specified biological target.. This data is from HIV replication inhibition screening data with 41,000+ compounds from the AIDS Antiviral Screen. (1) The molecule is O=C1C=C2C=CC3CC2(O1)C1CCCCN31. The result is 0 (inactive). (2) The drug is CC1=NC(=Cc2ccc([N+](=O)[O-])cc2)C(=O)N1n1c(-c2ccccc2)nc2ccccc2c1=O. The result is 0 (inactive). (3) The drug is CN(C)CCCCN1CCc2c(n(C)c3ccccc23)C1=O.Cl. The result is 0 (inactive). (4) The drug is CC(C)(C)c1cc(Nc2c([N+](=O)[O-])cc([N+](=O)[O-])cc2[N+](=O)[O-])cc(C(C)(C)C)c1O. The result is 0 (inactive). (5) The compound is O=NN1C(c2ccccc2)CNC(=O)CC1c1ccccc1. The result is 0 (inactive). (6) The compound is COc1cc(-c2cc(=O)c3c(C)cc(O)cc3o2)cc(OC)c1OC. The result is 1 (active).